From a dataset of Full USPTO retrosynthesis dataset with 1.9M reactions from patents (1976-2016). Predict the reactants needed to synthesize the given product. (1) The reactants are: [S:1]1[C:5]2=[CH:6][N:7]=[C:8]([C:10]([OH:12])=O)[CH:9]=[C:4]2[CH:3]=[CH:2]1.[NH:13]1[CH:17]=[CH:16][N:15]=[C:14]1[NH:18][C:19]([C:21]1[C:29]2[NH:28][C:27]([NH2:30])=[N:26][C:25]=2[CH:24]=[CH:23][CH:22]=1)=[O:20].CN(C(ON1N=NC2C=CC=CC1=2)=[N+](C)C)C.F[P-](F)(F)(F)(F)F.CCN(C(C)C)C(C)C. Given the product [NH:15]1[CH:16]=[CH:17][N:13]=[C:14]1[NH:18][C:19]([C:21]1[C:29]2[N:28]=[C:27]([NH:30][C:10]([C:8]3[CH:9]=[C:4]4[CH:3]=[CH:2][S:1][C:5]4=[CH:6][N:7]=3)=[O:12])[NH:26][C:25]=2[CH:24]=[CH:23][CH:22]=1)=[O:20], predict the reactants needed to synthesize it. (2) Given the product [OH:31][CH:30]([CH2:32][C:1]1[CH:6]=[CH:5][CH:4]=[CH:3][CH:2]=1)[CH2:29][O:28][C:22]1[CH:21]=[C:20]2[C:25]([C:26](=[O:27])[C:17]([C:14]3[CH:15]=[CH:16][C:11]([O:10][CH3:9])=[CH:12][CH:13]=3)=[CH:18][O:19]2)=[CH:24][CH:23]=1, predict the reactants needed to synthesize it. The reactants are: [C:1]1([Mg]Br)[CH:6]=[CH:5][CH:4]=[CH:3][CH:2]=1.[CH3:9][O:10][C:11]1[CH:16]=[CH:15][C:14]([C:17]2[C:26](=[O:27])[C:25]3[C:20](=[CH:21][C:22]([O:28][CH2:29][CH:30]4[CH2:32][O:31]4)=[CH:23][CH:24]=3)[O:19][CH:18]=2)=[CH:13][CH:12]=1. (3) Given the product [CH3:12][O:11][C:7]1[CH:6]=[C:5]([C:13](=[O:16])[C:14]#[CH:15])[CH:4]=[C:3]([O:2][CH3:1])[C:8]=1[O:9][CH3:10], predict the reactants needed to synthesize it. The reactants are: [CH3:1][O:2][C:3]1[CH:4]=[C:5]([CH:13]([OH:16])[C:14]#[CH:15])[CH:6]=[C:7]([O:11][CH3:12])[C:8]=1[O:9][CH3:10].